From a dataset of Full USPTO retrosynthesis dataset with 1.9M reactions from patents (1976-2016). Predict the reactants needed to synthesize the given product. (1) Given the product [O:40]=[C:34]1[CH:33]([N:27]2[CH2:26][C:25]3[C:29](=[CH:30][CH:31]=[C:23]([CH2:22][NH:21][C:3](=[O:5])[C:2]([F:1])([F:14])[C:6]4[CH:11]=[CH:10][C:9](=[O:12])[N:8]([CH3:13])[N:7]=4)[CH:24]=3)[C:28]2=[O:32])[CH2:38][CH2:37][C:36](=[O:39])[NH:35]1, predict the reactants needed to synthesize it. The reactants are: [F:1][C:2]([F:14])([C:6]1[CH:11]=[CH:10][C:9](=[O:12])[N:8]([CH3:13])[N:7]=1)[C:3]([OH:5])=O.P(Cl)(Cl)(Cl)=O.Cl.[NH2:21][CH2:22][C:23]1[CH:24]=[C:25]2[C:29](=[CH:30][CH:31]=1)[C:28](=[O:32])[N:27]([CH:33]1[CH2:38][CH2:37][C:36](=[O:39])[NH:35][C:34]1=[O:40])[CH2:26]2.C(=O)(O)[O-].[Na+]. (2) Given the product [C:27]1([S:24]([C:17]2[CH:18]=[C:19]([C:22]#[N:23])[CH:20]=[CH:21][C:16]=2[CH2:15][C:7]2[C:8]3[C:13](=[CH:12][CH:11]=[C:10]([F:14])[CH:9]=3)[N:5]([CH2:4][C:3]([OH:34])=[O:2])[C:6]=2[CH3:33])(=[O:26])=[O:25])[CH:28]=[CH:29][CH:30]=[CH:31][CH:32]=1, predict the reactants needed to synthesize it. The reactants are: C[O:2][C:3](=[O:34])[CH2:4][N:5]1[C:13]2[C:8](=[CH:9][C:10]([F:14])=[CH:11][CH:12]=2)[C:7]([CH2:15][C:16]2[CH:21]=[CH:20][C:19]([C:22]#[N:23])=[CH:18][C:17]=2[S:24]([C:27]2[CH:32]=[CH:31][CH:30]=[CH:29][CH:28]=2)(=[O:26])=[O:25])=[C:6]1[CH3:33].[OH-].[Li+].Cl. (3) Given the product [CH2:13]([S:10]([C:9]1[CH:8]=[CH:7][C:4]([C:5]#[N:6])=[CH:3][C:2]=1[NH:1][NH2:25])(=[O:12])=[O:11])[CH3:14], predict the reactants needed to synthesize it. The reactants are: [NH2:1][C:2]1[CH:3]=[C:4]([CH:7]=[CH:8][C:9]=1[S:10]([CH2:13][CH3:14])(=[O:12])=[O:11])[C:5]#[N:6].C(SC1C=CC(F)=CC=1[NH:25]N)C. (4) Given the product [Cl:11][CH2:12][CH2:17][O:16][CH2:15][C:14]([NH:7][C:6]1[CH:8]=[CH:9][CH:10]=[C:4]([N+:1]([O-:3])=[O:2])[CH:5]=1)=[O:13], predict the reactants needed to synthesize it. The reactants are: [N+:1]([C:4]1[CH:5]=[C:6]([CH:8]=[CH:9][CH:10]=1)[NH2:7])([O-:3])=[O:2].[Cl:11][C:12]1(Cl)[CH2:17][O:16][CH2:15][CH2:14][O:13]1. (5) Given the product [Cl:1][C:2]1[C:3]([CH2:31][N:32]2[CH2:33][CH2:34][N:35]([CH:40]3[CH2:41][O:38][CH2:39]3)[CH2:36][CH2:37]2)=[C:4]([C:27]([F:30])([F:28])[F:29])[CH:5]=[C:6]2[C:11]=1[NH:10][C:9](=[O:12])[N:8]([CH2:13][C:14]1[CH:19]=[C:18]([Cl:20])[CH:17]=[CH:16][C:15]=1[S:21]([CH2:24][CH3:25])(=[O:23])=[O:22])[C:7]2=[O:26], predict the reactants needed to synthesize it. The reactants are: [Cl:1][C:2]1[C:3]([CH2:31][N:32]2[CH2:37][CH2:36][NH:35][CH2:34][CH2:33]2)=[C:4]([C:27]([F:30])([F:29])[F:28])[CH:5]=[C:6]2[C:11]=1[NH:10][C:9](=[O:12])[N:8]([CH2:13][C:14]1[CH:19]=[C:18]([Cl:20])[CH:17]=[CH:16][C:15]=1[S:21]([CH2:24][CH3:25])(=[O:23])=[O:22])[C:7]2=[O:26].[O:38]1[CH2:41][C:40](=O)[CH2:39]1. (6) Given the product [N+:1]([C:4]1[CH:9]=[CH:8][C:7]([C:10]2[S:38][C:13]([CH:15]3[CH2:20][CH2:19][N:18]([C:21]([O:23][C:24]([CH3:27])([CH3:26])[CH3:25])=[O:22])[CH2:17][CH2:16]3)=[N:12][CH:11]=2)=[CH:6][CH:5]=1)([O-:3])=[O:2], predict the reactants needed to synthesize it. The reactants are: [N+:1]([C:4]1[CH:9]=[CH:8][C:7]([C:10](=O)[CH2:11][NH:12][C:13]([CH:15]2[CH2:20][CH2:19][N:18]([C:21]([O:23][C:24]([CH3:27])([CH3:26])[CH3:25])=[O:22])[CH2:17][CH2:16]2)=O)=[CH:6][CH:5]=1)([O-:3])=[O:2].COC1C=CC(P2(SP(C3C=CC(OC)=CC=3)(=S)S2)=[S:38])=CC=1.C([O-])(O)=O.[Na+]. (7) Given the product [C:1]([O:5][C:6]([N:8]1[CH2:13][CH2:12][CH2:11][CH:10]([C:14](=[O:16])[N:30]([CH3:29])[O:31][CH3:32])[CH2:9]1)=[O:7])([CH3:2])([CH3:3])[CH3:4], predict the reactants needed to synthesize it. The reactants are: [C:1]([O:5][C:6]([N:8]1[CH2:13][CH2:12][CH2:11][CH:10]([C:14]([OH:16])=O)[CH2:9]1)=[O:7])([CH3:4])([CH3:3])[CH3:2].CCN=C=NCCCN(C)C.Cl.[CH3:29][NH:30][O:31][CH3:32]. (8) Given the product [F:28][C:2]([F:1])([F:29])[C:3]1[CH:4]=[C:5]([CH:25]=[CH:26][CH:27]=1)[CH2:6][NH:7][C:8](=[O:24])[C:9]1[CH:14]=[CH:13][N:12]=[C:11]([C:15]2[CH:20]=[CH:19][CH:18]=[CH:17][C:16]=2[NH2:21])[CH:10]=1, predict the reactants needed to synthesize it. The reactants are: [F:1][C:2]([F:29])([F:28])[C:3]1[CH:4]=[C:5]([CH:25]=[CH:26][CH:27]=1)[CH2:6][NH:7][C:8](=[O:24])[C:9]1[CH:14]=[CH:13][N:12]=[C:11]([C:15]2[CH:20]=[CH:19][CH:18]=[CH:17][C:16]=2[N+:21]([O-])=O)[CH:10]=1.C(O)(=O)C. (9) Given the product [F:8][C:9]1[CH:10]=[CH:11][C:12]([CH2:13][N:14]2[CH2:33][CH2:32][N:17]3[C:18](=[O:31])[N:19]([CH2:24][CH:25]4[CH2:30][O:29][CH2:28][CH2:27][N:26]4[C:71](=[O:72])[C:70]([N:68]([CH3:69])[CH3:67])=[O:74])[C:20](=[O:23])[C:21]([OH:22])=[C:16]3[C:15]2=[O:34])=[CH:35][CH:36]=1, predict the reactants needed to synthesize it. The reactants are: OC(C(F)(F)F)=O.[F:8][C:9]1[CH:36]=[CH:35][C:12]([CH2:13][N:14]2[CH2:33][CH2:32][N:17]3[C:18](=[O:31])[N:19]([CH2:24][CH:25]4[CH2:30][O:29][CH2:28][CH2:27][NH:26]4)[C:20](=[O:23])[C:21]([OH:22])=[C:16]3[C:15]2=[O:34])=[CH:11][CH:10]=1.Cl.CN(C)CCCN=C=NCC.O.ON1C2C=CC=CC=2N=N1.C(N(CC)CC)C.[CH3:67][N:68]([C:70](=[O:74])[C:71](O)=[O:72])[CH3:69]. (10) Given the product [Cl:10][C:8]1[CH:7]=[CH:6][C:5]([O:11][CH3:12])=[C:4]([C:3]2[N:13]=[C:14]([CH:16]3[CH2:21][CH2:20][O:19][CH2:18][CH2:17]3)[S:34][C:2]=2[NH2:1])[CH:9]=1, predict the reactants needed to synthesize it. The reactants are: [NH2:1][C:2](=O)[CH:3]([NH:13][C:14]([CH:16]1[CH2:21][CH2:20][O:19][CH2:18][CH2:17]1)=O)[C:4]1[CH:9]=[C:8]([Cl:10])[CH:7]=[CH:6][C:5]=1[O:11][CH3:12].[Si](OC(C)(C)CC1[S:34]C(N)=C(C2C=C(Cl)C=CC=2OC)N=1)(C(C)(C)C)(C)C.